From a dataset of Reaction yield outcomes from USPTO patents with 853,638 reactions. Predict the reaction yield, written as a fraction of the theoretical maximum amount of product (1.0 means a 100% yield; for example, 0.34 means a 34% yield). (1) The reactants are [CH:1]([C:3]1[N:4]=[CH:5][C:6]([NH:9][C:10]2[CH:15]=[CH:14][C:13]([S:16]([N:19]3[CH2:24][CH2:23][N:22]([C:25]([O:27][C:28]([CH3:31])([CH3:30])[CH3:29])=[O:26])[CH2:21][CH2:20]3)(=[O:18])=[O:17])=[CH:12][CH:11]=2)=[N:7][CH:8]=1)=[CH2:2].I[C:33]1[CH:34]=[C:35]([OH:39])[CH:36]=[CH:37][CH:38]=1.C1(C)C=CC(P(C2C=CC(C)=CC=2)C2C=CC(C)=CC=2)=CC=1.CCN(C(C)C)C(C)C. The catalyst is CN(C=O)C.CC([O-])=O.CC([O-])=O.[Pd+2]. The product is [OH:39][C:35]1[CH:34]=[C:33]([CH:38]=[CH:37][CH:36]=1)/[CH:2]=[CH:1]/[C:3]1[N:4]=[CH:5][C:6]([NH:9][C:10]2[CH:15]=[CH:14][C:13]([S:16]([N:19]3[CH2:20][CH2:21][N:22]([C:25]([O:27][C:28]([CH3:31])([CH3:30])[CH3:29])=[O:26])[CH2:23][CH2:24]3)(=[O:18])=[O:17])=[CH:12][CH:11]=2)=[N:7][CH:8]=1. The yield is 0.780. (2) The reactants are [C:1]1(P([C:1]2[CH:6]=CC=[CH:3][CH:2]=2)[C:1]2[CH:6]=CC=[CH:3][CH:2]=2)[CH:6]=CC=[CH:3][CH:2]=1.C(N(CC)CC)C.[CH2:27]([NH:34][CH2:35][C:36]1([OH:49])[CH2:41][CH2:40][N:39]([C:42]([O:44][C:45]([CH3:48])([CH3:47])[CH3:46])=[O:43])[CH2:38][CH2:37]1)[C:28]1[CH:33]=[CH:32][CH:31]=[CH:30][CH:29]=1.C(OC/C=C\CCC([O-])=O)(=O)C. The product is [CH2:27]([N:34]1[CH2:35][C:36]2([CH2:41][CH2:40][N:39]([C:42]([O:44][C:45]([CH3:46])([CH3:48])[CH3:47])=[O:43])[CH2:38][CH2:37]2)[O:49][CH:2]([CH:1]=[CH2:6])[CH2:3]1)[C:28]1[CH:33]=[CH:32][CH:31]=[CH:30][CH:29]=1. The yield is 0.920. The catalyst is C1COCC1.C1C=CC([P]([Pd]([P](C2C=CC=CC=2)(C2C=CC=CC=2)C2C=CC=CC=2)([P](C2C=CC=CC=2)(C2C=CC=CC=2)C2C=CC=CC=2)[P](C2C=CC=CC=2)(C2C=CC=CC=2)C2C=CC=CC=2)(C2C=CC=CC=2)C2C=CC=CC=2)=CC=1. (3) The reactants are C([N-]C(C)C)(C)C.[Li+].Br[CH2:10][CH2:11][CH2:12][CH2:13][CH2:14][Br:15].[C:16]([O:21][CH2:22][CH3:23])(=[O:20])[CH:17]([CH3:19])[CH3:18]. The catalyst is C1COCC1. The product is [CH2:22]([O:21][C:16](=[O:20])[C:17]([CH3:19])([CH3:18])[CH2:10][CH2:11][CH2:12][CH2:13][CH2:14][Br:15])[CH3:23]. The yield is 0.600.